This data is from Peptide-MHC class II binding affinity with 134,281 pairs from IEDB. The task is: Regression. Given a peptide amino acid sequence and an MHC pseudo amino acid sequence, predict their binding affinity value. This is MHC class II binding data. (1) The peptide sequence is YTVFETALKKAITAM. The MHC is DRB4_0101 with pseudo-sequence DRB4_0103. The binding affinity (normalized) is 0.366. (2) The peptide sequence is IPTAFSIGKTYKPEE. The MHC is DRB1_0802 with pseudo-sequence DRB1_0802. The binding affinity (normalized) is 0.111. (3) The peptide sequence is PGPNITATYGGKWLD. The MHC is HLA-DQA10401-DQB10402 with pseudo-sequence HLA-DQA10401-DQB10402. The binding affinity (normalized) is 0.0324. (4) The peptide sequence is RNTLLFLDLIILNFV. The MHC is H-2-IAb with pseudo-sequence H-2-IAb. The binding affinity (normalized) is 0. (5) The peptide sequence is TVSTFIDLNITMLED. The MHC is DRB1_0101 with pseudo-sequence DRB1_0101. The binding affinity (normalized) is 0.438. (6) The peptide sequence is DEPMVQVEAGKVNHS. The MHC is DRB3_0101 with pseudo-sequence DRB3_0101. The binding affinity (normalized) is 0. (7) The MHC is DRB1_0405 with pseudo-sequence DRB1_0405. The binding affinity (normalized) is 0.124. The peptide sequence is YAQMWLLLYFHRRDLRLM. (8) The peptide sequence is MAVYTLITAAIIHRE. The MHC is DRB1_1501 with pseudo-sequence DRB1_1501. The binding affinity (normalized) is 0.654. (9) The peptide sequence is GHGCAQPAMERRKHI. The MHC is HLA-DQA10102-DQB10602 with pseudo-sequence HLA-DQA10102-DQB10602. The binding affinity (normalized) is 0.0914.